From a dataset of Reaction yield outcomes from USPTO patents with 853,638 reactions. Predict the reaction yield, written as a fraction of the theoretical maximum amount of product (1.0 means a 100% yield; for example, 0.34 means a 34% yield). The reactants are [NH2:1][C:2]1[CH2:6][CH2:5][CH2:4][C:3]=1[C:7]#[N:8].[C:9]([N:17]=[C:18]=[O:19])(=[O:16])[C:10]1[CH:15]=[CH:14][CH:13]=[CH:12][CH:11]=1. The catalyst is O1CCOCC1. The product is [C:7]([C:3]1[CH2:4][CH2:5][CH2:6][C:2]=1[NH:1][C:18]([NH:17][C:9](=[O:16])[C:10]1[CH:11]=[CH:12][CH:13]=[CH:14][CH:15]=1)=[O:19])#[N:8]. The yield is 0.760.